Dataset: Reaction yield outcomes from USPTO patents with 853,638 reactions. Task: Predict the reaction yield, written as a fraction of the theoretical maximum amount of product (1.0 means a 100% yield; for example, 0.34 means a 34% yield). (1) The reactants are C([O:3][C:4]([C:6]1[N:11]=[CH:10][C:9]2[N:12]([CH2:15][C:16]3[CH:21]=[CH:20][C:19]([O:22][CH3:23])=[CH:18][CH:17]=3)[CH:13]=[N:14][C:8]=2[CH:7]=1)=[CH2:5])C.Cl.N. The catalyst is CO. The product is [CH3:23][O:22][C:19]1[CH:20]=[CH:21][C:16]([CH2:15][N:12]2[C:9]3[CH:10]=[N:11][C:6]([C:4](=[O:3])[CH3:5])=[CH:7][C:8]=3[N:14]=[CH:13]2)=[CH:17][CH:18]=1. The yield is 0.750. (2) The reactants are C(OC([N:8]1[CH2:13][CH2:12][O:11][C:10]2[CH:14]=[CH:15][C:16]([CH2:18][C:19](OC(C)(C)C)=[O:20])=[N:17][C:9]1=2)=O)(C)(C)C.[BH4-].[Li+]. The catalyst is C1COCC1. The product is [O:11]1[CH2:12][CH2:13][NH:8][C:9]2[N:17]=[C:16]([CH2:18][CH2:19][OH:20])[CH:15]=[CH:14][C:10]1=2. The yield is 0.940. (3) The reactants are [C:1]([C:3]1[CH:8]=[CH:7][CH:6]=[CH:5][C:4]=1[C:9]1[N:14]=[CH:13][C:12]([CH2:15][CH:16]([C:22](=O)[CH2:23][CH2:24][CH3:25])[C:17]([O:19]CC)=O)=[CH:11][CH:10]=1)#[N:2].[Si:27]([O:34][CH:35]1[CH2:40][CH2:39][CH:38]([NH:41][C:42]2[NH:46][CH:45]=[N:44][N:43]=2)[CH2:37][CH2:36]1)([C:30]([CH3:33])([CH3:32])[CH3:31])([CH3:29])[CH3:28].C(N(CC)C1C=CC=CC=1)C. The catalyst is C(OCC)(=O)C. The product is [Si:27]([O:34][CH:35]1[CH2:40][CH2:39][CH:38]([N:41]2[C:17](=[O:19])[C:16]([CH2:15][C:12]3[CH:11]=[CH:10][C:9]([C:4]4[CH:5]=[CH:6][CH:7]=[CH:8][C:3]=4[C:1]#[N:2])=[N:14][CH:13]=3)=[C:22]([CH2:23][CH2:24][CH3:25])[N:43]3[N:44]=[CH:45][N:46]=[C:42]23)[CH2:37][CH2:36]1)([C:30]([CH3:33])([CH3:31])[CH3:32])([CH3:29])[CH3:28]. The yield is 0.210. (4) No catalyst specified. The product is [CH3:13][O:14][C:15]1[CH:16]=[C:17](/[C:18](=[CH:11]/[C:4]2[C:5]3[C:10](=[CH:9][CH:8]=[CH:7][CH:6]=3)[N:1]=[CH:2][CH:3]=2)/[C:19]#[N:20])[CH:21]=[CH:22][C:23]=1[O:24][CH3:25]. The reactants are [N:1]1[C:10]2[C:5](=[CH:6][CH:7]=[CH:8][CH:9]=2)[C:4]([CH:11]=O)=[CH:3][CH:2]=1.[CH3:13][O:14][C:15]1[CH:16]=[C:17]([CH:21]=[CH:22][C:23]=1[O:24][CH3:25])[CH2:18][C:19]#[N:20]. The yield is 0.520. (5) The reactants are [H-].[Na+].[CH3:3][N:4]1[CH2:8][CH2:7][CH2:6][C@H:5]1[CH2:9][OH:10].[CH:11]([CH:14]1[C:19]2[N:20]=[CH:21][NH:22][C:18]=2[CH2:17][CH2:16][N:15]1[C:23](OCC(Cl)(Cl)Cl)=[O:24])([CH3:13])[CH3:12]. The catalyst is C1COCC1. The product is [CH:11]([CH:14]1[C:19]2[N:20]=[CH:21][NH:22][C:18]=2[CH2:17][CH2:16][N:15]1[C:23]([O:10][CH2:9][C@@H:5]1[CH2:6][CH2:7][CH2:8][N:4]1[CH3:3])=[O:24])([CH3:13])[CH3:12]. The yield is 0.0420. (6) The yield is 0.590. The catalyst is CCO.C1COCC1.O.[Fe]. The reactants are [Br:1][C:2]1[CH:7]=[C:6]([N+:8]([O-])=O)[C:5]([F:11])=[CH:4][C:3]=1[F:12]. The product is [Br:1][C:2]1[C:3]([F:12])=[CH:4][C:5]([F:11])=[C:6]([CH:7]=1)[NH2:8].